Binary Classification. Given a miRNA mature sequence and a target amino acid sequence, predict their likelihood of interaction. From a dataset of Experimentally validated miRNA-target interactions with 360,000+ pairs, plus equal number of negative samples. (1) The miRNA is mmu-miR-3473c with sequence UCUCUCCAGCCCCCAUAAUAAG. The protein sequence of the target gene is MWSLWSLLLFEALLPVVVVSVQVLSKVGDSELLVAECPPGFQVREAIWRSLWPSEELLATFFRGSLETLYHSRFLGRVQLYDNLSLELGPLKPGDSGNFSVLMVDTGGQTWTQTLYLKVYDAVPKPEVQVFTAAAEETQPLNTCQVFLSCWAPNISDITYSWRWEGTVDFNGEVRSHFSNGQVLSVSLGLGDKDVAFTCIASNPVSWDMTTVTPWESCHHEAASGKASYKDVLLVVVPITLFLILAGLFGAWHHGLCSGKKKDACTDGVLPETENALV. Result: 1 (interaction). (2) The miRNA is hsa-miR-221-3p with sequence AGCUACAUUGUCUGCUGGGUUUC. The protein sequence of the target gene is MSSAAMSKYVNDMWPGSPQEKASPSTSGSGRSSRLSSRSRSRSSSRSSRRDSRSSSRSSSRSHSRPRRSRRSRSRSRRRHQRKYRRYSRSYSRSRSRSRSHRYHRDSRYERPRRYYKSPSPYRSRSRSRSRGRSQHRWSYYAITRGRRYYGFGRTVYPEDRPRWRERSRTRSRSRSRTPFRLSEKDRMELLEIAKANAAKALGTANFDLPASLRAKEASQGTAVSSSGPKVEHSEKQTEDATKNTSEKSSTQRNIAFSSNNSVAKPLQKTTKAAVEEKSSGSPKIDKKKSPYGLWIPV. Result: 0 (no interaction). (3) The miRNA is hsa-miR-4698 with sequence UCAAAAUGUAGAGGAAGACCCCA. The protein sequence of the target gene is MAGTARGCGTSLDLLRSLPRVSLANLKPSPNSRKRERRPRDRRRGRKCGRGHKGERQRGTRPRLGFEGGQTPFYIRIPKYGFNEGHSFRHQYQPLSLRRLQYLIDLGRVDPTQPIDLTQLVNGRGVTIQPLKRDYGVQLVEEGADTFQAKINIEVQLASELAIAAIEKNGGVVTTAFYDPRSLEILCKPIPFFLRGQPIPKRMLPPESLVPYYTDAKNRGYLADPAKFPEARLELAMKFGYVLPDITKDELFRMLSARKDPRQIFFGLAPGWVVNMADKKILKPTDENLLKYYSS. Result: 0 (no interaction). (4) The protein sequence of the target gene is MEEKTQIKTFLGSKLPKYGTKSVRSTLQPMPNGTPVNLLGTSKNSNVKSYIKNNGSDCPSSHSFNWRKANKYQLCAQGVEEPNNTQNSHDKIIDPEKRVPTQGMFDKNGIKGGLKSVSLFTSKLAKPSTMFVSSTEELNQKSFSGPSNLGKFTKGTLLGRTSYSSINTPKSQLNGFYGNRSAGSMQRPRANSCATRSSSGESLAQSPDSSKSINCEKMVRSQSFSHSIQNSFLPPSSITRSHSFNRAVDLTKPYQNQQLSIRVPLRSSMLTRNSRQPEVLNGNEHLGYGFNRPYAAGGKK.... Result: 1 (interaction). The miRNA is hsa-miR-5698 with sequence UGGGGGAGUGCAGUGAUUGUGG. (5) The miRNA is hsa-miR-6833-3p with sequence UUUCUCUCUCCACUUCCUCAG. The protein sequence of the target gene is MCSLPMARYYIIKYADQKALYTRDGQLLVGDPVADNCCAEKICILPNRGLARTKVPIFLGIQGGSRCLACVETEEGPSLQLEDVNIEELYKGGEEATRFTFFQSSSGSAFRLEAAAWPGWFLCGPAEPQQPVQLTKESEPSARTKFYFEQSW. Result: 0 (no interaction). (6) The miRNA is hsa-miR-5007-3p with sequence AUCAUAUGAACCAAACUCUAAU. The protein sequence of the target gene is MSGRRCAGGGAACASAGAEAVEPSARELFEACRNGDVERVKRLVTPEKVNSRDTAGRKSTPLHFAAGFGRKDVVEYLLQNGANVQARDDGGLIPLHNACSFGHAEVVNLLLQHGADPNARDNWNYTPLHEAAIKGKIDVCIVLLQHGAEPTIRNTDGRTALDLADPSAKAVLTGDYKKDELLESARSGNEEKMMALLTPLNVNCHASDGRKSTPLHLAAGYNRVKIVQLLLHHGADVHAKDKGDLVPLHNACSYGHYEVTELLVKHGACVNAMDLWQFTPLHEAASKNRIEVCSLLLSYG.... Result: 0 (no interaction). (7) The miRNA is hsa-miR-1249-3p with sequence ACGCCCUUCCCCCCCUUCUUCA. The protein sequence of the target gene is MLKTESSGERTTLRSASPHRNAYRTEFQALKSTFDKPKSDGEQKTKEGEGSQQSRGRKYGSNVNRIKNLFMQMGMEPNENAAVIAKTRGKGGHSSPQRRMKPKEFLEKTDGSVVKLESSVSERISRFDTMYDGPSYSKFTETRKMFERSVHESGQNNRYSPKKEKAGGSEPQDEWGGSKSNRGSTDSLDSLSSRTEAVSPTVSQLSAVFENTDSPSAIISEKAENNEYSVTGHYPLNLPSVTVTNLDTFGHLKDSNSWPPSNKRGVDTEDAHKSNATPVPEVASKSTSLASIPGEEIQQS.... Result: 0 (no interaction). (8) The miRNA is hsa-miR-106a-5p with sequence AAAAGUGCUUACAGUGCAGGUAG. The protein sequence of the target gene is MFPRPLTPLAAPNGAEPLGRALRRAPLGRARAGLGGPPLLLPSMLMFAVIVASSGLLLMIERGILAEMKPLPLHPPGREGTAWRGKAPKPGGLSLRAGDADLQVRQDVRNRTLRAVCGQPGMPRDPWDLPVGQRRTLLRHILVSDRYRFLYCYVPKVACSNWKRVMKVLAGVLDSVDVRLKMDHRSDLVFLADLRPEEIRYRLQHYFKFLFVREPLERLLSAYRNKFGEIREYQQRYGAEIVRRYRAGAGPSPAGDDVTFPEFLRYLVDEDPERMNEHWMPVYHLCQPCAVHYDFVGSYE.... Result: 1 (interaction). (9) The miRNA is hsa-miR-329-3p with sequence AACACACCUGGUUAACCUCUUU. The protein sequence of the target gene is MASTVVAVGLTIAAAGFAGRYVLQAMKHMEPQVKQVFQSLPKSAFSGGYYRGGFEPKMTKREAALILGVSPTANKGKIRDAHRRIMLLNHPDKGGSPYIAAKINEAKDLLEGQAKK. Result: 1 (interaction). (10) The miRNA is hsa-miR-548j-3p with sequence CAAAAACUGCAUUACUUUUGC. The protein sequence of the target gene is MAAAAAAATTAACSSGSAGTDAAGASGLQQPPPQPQPQPAAAAPAQPPPEPPRKPRMDPRRRQAALSFLTNISLDGRLPPQDAEWGGGEEGGAAKPGAGGACGARTRFSLLAAAERGGCIALAAPGTPAAGLAAGSGPCLPQPSSLPPLIPGGHATVSGPGVARGFASPLGAGRASGEQWQPPRPAPLAACAQLQLLDGSGAAGQEELEEDDAFISVQVPAAAFLGSGTPGSGSGSRGRLNSFTQGILPIAFSRPTSQNYCSLEQPGQGGSTSAFEQLQRSRRRLISQRSSLETLEDIEE.... Result: 1 (interaction).